Dataset: Forward reaction prediction with 1.9M reactions from USPTO patents (1976-2016). Task: Predict the product of the given reaction. (1) Given the reactants Cl[C:2]1[S:3][C:4]2[C:10]([N+:11]([O-:13])=[O:12])=[CH:9][CH:8]=[CH:7][C:5]=2[N:6]=1.[CH3:14][CH:15]([NH2:22])[C:16]1[CH:21]=[CH:20][CH:19]=[CH:18][CH:17]=1, predict the reaction product. The product is: [N+:11]([C:10]1[C:4]2[S:3][C:2]([NH:22][CH:15]([C:16]3[CH:21]=[CH:20][CH:19]=[CH:18][CH:17]=3)[CH3:14])=[N:6][C:5]=2[CH:7]=[CH:8][CH:9]=1)([O-:13])=[O:12]. (2) Given the reactants [NH:1]([C:3]([CH:5]1[CH2:10][CH2:9][N:8]([C:11](OC(C)(C)C)=O)[CH2:7][CH2:6]1)=O)[NH2:2].[N:18]1[CH:23]=[CH:22][CH:21]=[CH:20][C:19]=1[C:24]#[N:25].[CH:26]([C:29]1[N:51]=[C:32]2[N:33]=[C:34]([C:43]3[CH:50]=[CH:49][C:46](C=O)=[CH:45][CH:44]=3)[C:35]([C:37]3[CH:42]=[CH:41][CH:40]=[CH:39][CH:38]=3)=[CH:36][N:31]2[N:30]=1)([CH3:28])[CH3:27].[BH-](OC(C)=O)(OC(C)=O)OC(C)=O.[Na+], predict the reaction product. The product is: [CH:26]([C:29]1[N:51]=[C:32]2[N:33]=[C:34]([C:43]3[CH:44]=[CH:45][C:46]([CH2:11][N:8]4[CH2:7][CH2:6][CH:5]([C:3]5[N:25]=[C:24]([C:19]6[CH:20]=[CH:21][CH:22]=[CH:23][N:18]=6)[NH:2][N:1]=5)[CH2:10][CH2:9]4)=[CH:49][CH:50]=3)[C:35]([C:37]3[CH:42]=[CH:41][CH:40]=[CH:39][CH:38]=3)=[CH:36][N:31]2[N:30]=1)([CH3:28])[CH3:27]. (3) The product is: [C:4]([O:3][C:1]([N:8]1[CH2:14][CH2:13][CH2:12][N:11]([C:16]2[CH:23]=[CH:22][CH:21]=[CH:20][C:17]=2[C:18]#[N:19])[CH2:10][CH2:9]1)=[O:2])([CH3:7])([CH3:6])[CH3:5]. Given the reactants [C:1]([N:8]1[CH2:14][CH2:13][CH2:12][NH:11][CH2:10][CH2:9]1)([O:3][C:4]([CH3:7])([CH3:6])[CH3:5])=[O:2].Br[C:16]1[CH:23]=[CH:22][CH:21]=[CH:20][C:17]=1[C:18]#[N:19].CC1(C)C2C(=C(P(C3C=CC=CC=3)C3C=CC=CC=3)C=CC=2)OC2C(P(C3C=CC=CC=3)C3C=CC=CC=3)=CC=CC1=2.CC(C)([O-])C.[Na+], predict the reaction product. (4) Given the reactants [CH3:1][C:2]1[CH:10]=[CH:9][C:8]2[N:7]([CH2:11][CH:12]([C:14]3[CH:19]=[CH:18][N:17]=[CH:16][CH:15]=3)[OH:13])[C:6]3[CH2:20][CH2:21][N:22]4[CH:26]([C:5]=3[C:4]=2[CH:3]=1)[CH2:25][CH2:24][CH2:23]4.[C:27](O)(=[O:33])[CH2:28][CH2:29][C:30]([OH:32])=[O:31].CN(C1C=CC=CN=1)C.C1(N=C=NC2CCCCC2)CCCCC1, predict the reaction product. The product is: [CH3:1][C:2]1[CH:10]=[CH:9][C:8]2[N:7]([CH2:11][CH:12]([C:14]3[CH:19]=[CH:18][N:17]=[CH:16][CH:15]=3)[O:13][C:27](=[O:33])[CH2:28][CH2:29][C:30]([OH:32])=[O:31])[C:6]3[CH2:20][CH2:21][N:22]4[CH:26]([C:5]=3[C:4]=2[CH:3]=1)[CH2:25][CH2:24][CH2:23]4. (5) The product is: [F:14][C:15]1[CH:34]=[C:33]([CH3:35])[C:32]([O:36][C:37]([O:39][CH3:40])=[O:38])=[CH:31][C:16]=1[NH:17][C:18]1[C:27]2[C:22](=[CH:23][C:24]([O:30][CH2:66][CH2:65][N:60]3[CH:64]=[CH:63][N:62]=[CH:61]3)=[C:25]([O:28][CH3:29])[CH:26]=2)[N:21]=[CH:20][N:19]=1. Given the reactants N(C(OCC)=O)=NC(OCC)=O.Cl.[F:14][C:15]1[CH:34]=[C:33]([CH3:35])[C:32]([O:36][C:37]([O:39][CH3:40])=[O:38])=[CH:31][C:16]=1[NH:17][C:18]1[C:27]2[C:22](=[CH:23][C:24]([OH:30])=[C:25]([O:28][CH3:29])[CH:26]=2)[N:21]=[CH:20][N:19]=1.C1(P(C2C=CC=CC=2)C2C=CC=CC=2)C=CC=CC=1.[N:60]1([CH2:65][CH2:66]O)[CH:64]=[CH:63][N:62]=[CH:61]1.C(O)(=O)C, predict the reaction product. (6) Given the reactants [CH:1]1[C:11]2[CH2:10][C:9]3([CH2:15][CH2:14][CH:13]([N:16]4CC[CH:19]=[C:18]([C:22]([O:24][CH3:25])=[O:23])[CH2:17]4)[CH2:12]3)[C:8]3C=[CH:27][CH:28]=[CH:29][C:7]=3[CH2:6][C:5]=2[CH:4]=[CH:3][CH:2]=1.[OH2:30], predict the reaction product. The product is: [CH:29]1[C:7]2[CH2:8][C:9]3([CH2:15][CH2:14][CH:13]([N:16]4[CH2:19][CH:18]([C:22]([O:24][CH3:25])=[O:23])[CH2:17]4)[CH2:12]3)[C:10]3[CH:4]=[CH:3][CH:2]=[CH:1][C:11]=3[O:30][C:6]=2[CH:5]=[CH:27][CH:28]=1.